From a dataset of Forward reaction prediction with 1.9M reactions from USPTO patents (1976-2016). Predict the product of the given reaction. (1) The product is: [NH2:1][C:2]1[C:3]([F:23])=[CH:4][C:5]([Cl:22])=[C:6]([C:8]2[C:9](=[O:21])[N:10]([CH2:19][CH3:20])[C:11]3[C:16]([CH:17]=2)=[CH:15][N:14]=[C:13]([NH:30][CH:27]2[CH2:28][CH2:29][N:25]([CH3:24])[CH2:26]2)[CH:12]=3)[CH:7]=1. Given the reactants [NH2:1][C:2]1[C:3]([F:23])=[CH:4][C:5]([Cl:22])=[C:6]([C:8]2[C:9](=[O:21])[N:10]([CH2:19][CH3:20])[C:11]3[C:16]([CH:17]=2)=[CH:15][N:14]=[C:13](Cl)[CH:12]=3)[CH:7]=1.[CH3:24][N:25]1[CH2:29][CH2:28][CH:27]([NH2:30])[CH2:26]1.C1CCN2C(=NCCC2)CC1, predict the reaction product. (2) Given the reactants [Cl:1][C:2]1[CH:3]=[C:4]([NH2:16])[C:5]([NH2:15])=[CH:6][C:7]=1[C:8]1[CH:13]=[CH:12][C:11]([Cl:14])=[CH:10][CH:9]=1.Cl.O.C(=O)(O)[O-].[Na+].[F:24][C:25]([F:33])([F:32])[C:26]([F:31])([F:30])[C:27](O)=O, predict the reaction product. The product is: [Cl:1][C:2]1[C:7]([C:8]2[CH:9]=[CH:10][C:11]([Cl:14])=[CH:12][CH:13]=2)=[CH:6][C:5]2[NH:15][C:27]([C:26]([F:31])([F:30])[C:25]([F:33])([F:32])[F:24])=[N:16][C:4]=2[CH:3]=1. (3) Given the reactants [CH2:1]([O:3][C:4](=[O:6])[CH3:5])[CH3:2].Br[C:8]1[CH:9]=[C:10]([S:21][C:22]2[CH:32]=[CH:31][C:25]([O:26]CC(O)=O)=[C:24]([CH3:33])[CH:23]=2)[CH:11]=[C:12]([O:14][CH2:15][CH:16]2[CH2:20][CH2:19][CH2:18][CH2:17]2)[CH:13]=1.[C:34]([C:36]1[CH:41]=[CH:40][C:39]([S:42]([CH3:45])(=[O:44])=[O:43])=[CH:38][CH:37]=1)#[CH:35].O.ClCCl, predict the reaction product. The product is: [CH2:1]([O:3][C:4](=[O:6])[CH2:5][O:26][C:25]1[CH:31]=[CH:32][C:22]([S:21][C:10]2[CH:9]=[C:8]([C:35]#[C:34][C:36]3[CH:37]=[CH:38][C:39]([S:42]([CH3:45])(=[O:44])=[O:43])=[CH:40][CH:41]=3)[CH:13]=[C:12]([O:14][CH2:15][CH:16]3[CH2:17][CH2:18][CH2:19][CH2:20]3)[CH:11]=2)=[CH:23][C:24]=1[CH3:33])[CH3:2]. (4) The product is: [Cl:19][C:18]1[C:9]([NH:23][CH2:22][C:21]([F:25])([F:24])[F:20])=[N:10][C:11]2[C:16]([N:17]=1)=[CH:15][CH:14]=[CH:13][CH:12]=2. Given the reactants CCN(CC)CC.Cl[C:9]1[C:18]([Cl:19])=[N:17][C:16]2[C:11](=[CH:12][CH:13]=[CH:14][CH:15]=2)[N:10]=1.[F:20][C:21]([F:25])([F:24])[CH2:22][NH2:23], predict the reaction product. (5) Given the reactants [C:1]([O:4][C@@H:5]1[C@@H:10]([O:11][C:12](=[O:14])[CH3:13])[C@H:9]([O:15][C:16](=[O:18])[CH3:17])[C@@H:8]([CH2:19][O:20][C:21](=[O:23])[CH3:22])[O:7][C@H:6]1[O:24][C:25]1[C:29]([CH2:30][C:31]2[CH:36]=[CH:35][C:34]([O:37]CCCO)=[CH:33][CH:32]=2)=[C:28]([CH:42]([CH3:44])[CH3:43])[NH:27][N:26]=1)(=[O:3])[CH3:2].[N+](C1C=CC=CC=1S([NH:57][C@@H:58]([CH3:62])[C:59]([NH2:61])=[O:60])(=O)=O)([O-])=O.[N+]([C:66]1[CH:71]=CC=C[C:67]=1S(NCC(N)=O)(=O)=O)([O-])=O, predict the reaction product. The product is: [C:1]([O:4][C@@H:5]1[C@@H:10]([O:11][C:12](=[O:14])[CH3:13])[C@H:9]([O:15][C:16](=[O:18])[CH3:17])[C@@H:8]([CH2:19][O:20][C:21](=[O:23])[CH3:22])[O:7][C@H:6]1[O:24][C:25]1[C:29]([CH2:30][C:31]2[CH:36]=[CH:35][C:34]([O:37][CH2:67][CH2:66][CH2:71][NH:57][C@H:58]([C:59](=[O:60])[NH2:61])[CH3:62])=[CH:33][CH:32]=2)=[C:28]([CH:42]([CH3:43])[CH3:44])[NH:27][N:26]=1)(=[O:3])[CH3:2]. (6) The product is: [CH3:1][O:2][C:3]([C:5]1[C:10]([NH:11][C:13]2[CH:14]=[N:15][CH:16]=[N:17][CH:18]=2)=[N:9][CH:8]=[CH:7][N:6]=1)=[O:4]. Given the reactants [CH3:1][O:2][C:3]([C:5]1[C:10]([NH2:11])=[N:9][CH:8]=[CH:7][N:6]=1)=[O:4].Br[C:13]1[CH:14]=[N:15][CH:16]=[N:17][CH:18]=1, predict the reaction product. (7) Given the reactants [C:1]1([C:11]([N:13]2[CH2:18][CH2:17][N:16]([CH2:19][CH2:20][C:21]3[CH:26]=[CH:25][C:24]([O:27]CC4C=CC=CC=4)=[CH:23][CH:22]=3)[CH2:15][CH2:14]2)=[O:12])[C:10]2[C:5](=[CH:6][CH:7]=[CH:8][CH:9]=2)[CH:4]=[CH:3][CH:2]=1.[H][H], predict the reaction product. The product is: [C:1]1([C:11]([N:13]2[CH2:18][CH2:17][N:16]([CH2:19][CH2:20][C:21]3[CH:26]=[CH:25][C:24]([OH:27])=[CH:23][CH:22]=3)[CH2:15][CH2:14]2)=[O:12])[C:10]2[C:5](=[CH:6][CH:7]=[CH:8][CH:9]=2)[CH:4]=[CH:3][CH:2]=1. (8) Given the reactants C([Al]([CH2:6][CH3:7])CC)C.[Cl:8][C:9]1[CH:14]=[CH:13][C:12]([N:15]2[C:23](=[O:24])[C:22]3[N:21]=[CH:20][N:19]([CH2:25][CH3:26])[C:18]=3[N:17]=[C:16]2[CH2:27][C:28]2[CH:29]=[N:30][C:31](Cl)=[CH:32][CH:33]=2)=[CH:11][CH:10]=1.[Cl-].[NH4+], predict the reaction product. The product is: [Cl:8][C:9]1[CH:10]=[CH:11][C:12]([N:15]2[C:23](=[O:24])[C:22]3[N:21]=[CH:20][N:19]([CH2:25][CH3:26])[C:18]=3[N:17]=[C:16]2[CH2:27][C:28]2[CH:29]=[N:30][C:31]([CH2:6][CH3:7])=[CH:32][CH:33]=2)=[CH:13][CH:14]=1. (9) The product is: [CH3:30][C:26]1[N:25]=[C:24]([CH:8]([C:6]2[CH:5]=[CH:4][CH:3]=[C:2]([CH3:1])[N:7]=2)[C:10]2[NH:11][C:12]([C:18]3[CH:23]=[CH:22][CH:21]=[CH:20][N:19]=3)=[N:13][CH:14]=2)[CH:29]=[CH:28][CH:27]=1. Given the reactants [CH3:1][C:2]1[N:7]=[C:6]([C:8]([C:24]2[CH:29]=[CH:28][CH:27]=[C:26]([CH3:30])[N:25]=2)([C:10]2[NH:11][CH:12]([C:18]3[CH:23]=[CH:22][CH:21]=[CH:20][N:19]=3)[N:13](COC)[CH:14]=2)O)[CH:5]=[CH:4][CH:3]=1.[PH2](O)=O.I, predict the reaction product.